Dataset: Full USPTO retrosynthesis dataset with 1.9M reactions from patents (1976-2016). Task: Predict the reactants needed to synthesize the given product. (1) Given the product [Br:1][C:2]1[CH:3]=[C:4]2[C:10]([C@@H:11]([C:13]3[C:14]([Cl:22])=[C:15]([F:21])[CH:16]=[CH:17][C:18]=3[OH:19])[CH3:12])=[CH:9][NH:8][C:5]2=[N:6][CH:7]=1, predict the reactants needed to synthesize it. The reactants are: [Br:1][C:2]1[CH:3]=[C:4]2[C:10]([C@@H:11]([C:13]3[C:18]([O:19]C)=[CH:17][CH:16]=[C:15]([F:21])[C:14]=3[Cl:22])[CH3:12])=[CH:9][NH:8][C:5]2=[N:6][CH:7]=1.B(Br)(Br)Br. (2) The reactants are: [CH3:1][O:2][CH2:3][CH2:4][CH2:5][S:6][C:7]1[CH:12]=[CH:11][C:10](B(O)O)=[CH:9][CH:8]=1.Br[C:17]1[N:22]=[CH:21][C:20]([O:23][CH2:24][CH:25]2[CH2:30][CH2:29][N:28]([C:31]([O:33][C:34]([CH3:37])([CH3:36])[CH3:35])=[O:32])[CH2:27][CH2:26]2)=[CH:19][CH:18]=1.C([O-])([O-])=O.[Na+].[Na+]. Given the product [CH3:1][O:2][CH2:3][CH2:4][CH2:5][S:6][C:7]1[CH:12]=[CH:11][C:10]([C:17]2[N:22]=[CH:21][C:20]([O:23][CH2:24][CH:25]3[CH2:26][CH2:27][N:28]([C:31]([O:33][C:34]([CH3:37])([CH3:36])[CH3:35])=[O:32])[CH2:29][CH2:30]3)=[CH:19][CH:18]=2)=[CH:9][CH:8]=1, predict the reactants needed to synthesize it.